The task is: Predict the reactants needed to synthesize the given product.. This data is from Full USPTO retrosynthesis dataset with 1.9M reactions from patents (1976-2016). (1) Given the product [ClH:1].[ClH:1].[CH2:14]([CH:15]1[C:7]2[N:8]=[CH:9][NH:10][C:6]=2[CH2:5][CH2:4][NH:3]1)[CH3:13], predict the reactants needed to synthesize it. The reactants are: [ClH:1].Cl.[NH2:3][CH2:4][CH2:5][C:6]1[N:10]=[CH:9][NH:8][CH:7]=1.[OH-].[Na+].[CH:13](=O)[CH2:14][CH3:15].Cl. (2) Given the product [CH3:37][C:27]1[CH:28]=[C:29]([S:33]([NH:1][C:2]2[C:3](=[O:19])[N:4]([CH2:11][C:12]([O:14][C:15]([CH3:17])([CH3:16])[CH3:18])=[O:13])[C:5]([CH:8]([CH3:9])[CH3:10])=[CH:6][CH:7]=2)(=[O:35])=[O:34])[CH:30]=[CH:31][CH:32]=1, predict the reactants needed to synthesize it. The reactants are: [NH2:1][C:2]1[C:3](=[O:19])[N:4]([CH2:11][C:12]([O:14][C:15]([CH3:18])([CH3:17])[CH3:16])=[O:13])[C:5]([CH:8]([CH3:10])[CH3:9])=[CH:6][CH:7]=1.CN1CCOCC1.[C:27]1([CH3:37])[CH:32]=[CH:31][CH:30]=[C:29]([S:33](Cl)(=[O:35])=[O:34])[CH:28]=1. (3) Given the product [CH3:1][O:2][C:3]1[CH:4]=[CH:5][C:6]([CH2:7][N:8]2[CH:13]=[CH:12][CH2:11][CH2:10][C:9]2=[O:15])=[CH:16][CH:17]=1, predict the reactants needed to synthesize it. The reactants are: [CH3:1][O:2][C:3]1[CH:17]=[CH:16][C:6]([CH2:7][N:8]2[C:13](=O)[CH2:12][CH2:11][CH2:10][C:9]2=[O:15])=[CH:5][CH:4]=1.CCC(C)[BH-](C(C)CC)C(C)CC.[Li+].CCN(C(C)C)C(C)C.C(OC(C(F)(F)F)=O)(C(F)(F)F)=O. (4) The reactants are: [F:1][C:2]([F:19])([F:18])[C:3]([C:5]1[CH:10]=[CH:9][CH:8]=[C:7]([CH:11]2[CH2:16][CH2:15][NH:14][CH2:13][CH2:12]2)[C:6]=1[F:17])=[O:4].C(=O)([O-])[O-].[K+].[K+].I[CH2:27][CH2:28][CH3:29]. Given the product [F:19][C:2]([F:1])([F:18])[C:3]([C:5]1[CH:10]=[CH:9][CH:8]=[C:7]([CH:11]2[CH2:16][CH2:15][N:14]([CH2:27][CH2:28][CH3:29])[CH2:13][CH2:12]2)[C:6]=1[F:17])=[O:4], predict the reactants needed to synthesize it. (5) Given the product [CH:40]1([C:43]([N:21]2[CH2:22][CH2:23][CH:18]([N:16]3[CH:17]=[C:13]([NH:12][C:9]4[N:10]=[CH:11][C:6]([O:5][CH2:4][C:3]5[C:2]([Cl:1])=[C:27]([O:28][CH3:29])[CH:26]=[C:25]([O:30][CH3:31])[C:24]=5[Cl:32])=[CH:7][N:8]=4)[CH:14]=[N:15]3)[CH2:19][CH2:20]2)=[O:44])[CH2:42][CH2:41]1, predict the reactants needed to synthesize it. The reactants are: [Cl:1][C:2]1[C:27]([O:28][CH3:29])=[CH:26][C:25]([O:30][CH3:31])=[C:24]([Cl:32])[C:3]=1[CH2:4][O:5][C:6]1[CH:7]=[N:8][C:9]([NH:12][C:13]2[CH:14]=[N:15][N:16]([CH:18]3[CH2:23][CH2:22][NH:21][CH2:20][CH2:19]3)[CH:17]=2)=[N:10][CH:11]=1.C(N(CC)CC)C.[CH:40]1([C:43](Cl)=[O:44])[CH2:42][CH2:41]1.C(=O)([O-])O.[Na+].